Dataset: Full USPTO retrosynthesis dataset with 1.9M reactions from patents (1976-2016). Task: Predict the reactants needed to synthesize the given product. Given the product [Si:1]([O:8][C@@H:9]([C@@H:35]([CH3:82])/[CH:36]=[CH:37]\[C@@H:38]([O:74][Si:75]([C:78]([CH3:81])([CH3:80])[CH3:79])([CH3:77])[CH3:76])[CH2:39][C@H:40]([O:66][Si:67]([C:70]([CH3:73])([CH3:72])[CH3:71])([CH3:68])[CH3:69])[C@H:41]([CH3:65])/[CH:42]=[CH:43]/[CH2:44][O:45][C:46]([C:47]1[CH:52]=[CH:51][CH:50]=[CH:49][CH:48]=1)([C:59]1[CH:64]=[CH:63][CH:62]=[CH:61][CH:60]=1)[C:53]1[CH:54]=[CH:55][CH:56]=[CH:57][CH:58]=1)[C@@H:10]([CH3:34])[CH2:11][CH2:12][CH2:13][CH2:14][C@@H:15]([OH:33])[C@@H:16]([C@@H:18]1[C@@H:23]([CH3:24])[CH2:22][O:21][CH:20]([C:25]2[CH:30]=[CH:29][C:28]([O:31][CH3:32])=[CH:27][CH:26]=2)[O:19]1)[CH3:17])([C:4]([CH3:5])([CH3:6])[CH3:7])([CH3:2])[CH3:3], predict the reactants needed to synthesize it. The reactants are: [Si:1]([O:8][C@@H:9]([C@@H:35]([CH3:82])/[CH:36]=[CH:37]\[C@@H:38]([O:74][Si:75]([C:78]([CH3:81])([CH3:80])[CH3:79])([CH3:77])[CH3:76])[CH2:39][C@H:40]([O:66][Si:67]([C:70]([CH3:73])([CH3:72])[CH3:71])([CH3:69])[CH3:68])[C@H:41]([CH3:65])/[CH:42]=[CH:43]/[CH2:44][O:45][C:46]([C:59]1[CH:64]=[CH:63][CH:62]=[CH:61][CH:60]=1)([C:53]1[CH:58]=[CH:57][CH:56]=[CH:55][CH:54]=1)[C:47]1[CH:52]=[CH:51][CH:50]=[CH:49][CH:48]=1)[C@@H:10]([CH3:34])[CH2:11][CH2:12][CH2:13][CH2:14][C:15](=[O:33])[C@@H:16]([C@@H:18]1[C@@H:23]([CH3:24])[CH2:22][O:21][CH:20]([C:25]2[CH:30]=[CH:29][C:28]([O:31][CH3:32])=[CH:27][CH:26]=2)[O:19]1)[CH3:17])([C:4]([CH3:7])([CH3:6])[CH3:5])([CH3:3])[CH3:2].